Task: Regression. Given a peptide amino acid sequence and an MHC pseudo amino acid sequence, predict their binding affinity value. This is MHC class I binding data.. Dataset: Peptide-MHC class I binding affinity with 185,985 pairs from IEDB/IMGT The peptide sequence is CHKGWGVSV. The MHC is HLA-B58:01 with pseudo-sequence HLA-B58:01. The binding affinity (normalized) is 0.0847.